Predict the reactants needed to synthesize the given product. From a dataset of Full USPTO retrosynthesis dataset with 1.9M reactions from patents (1976-2016). Given the product [Br:3][C:4]1[CH:5]=[CH:6][C:7]([NH:10][CH3:11])=[N:8][CH:9]=1, predict the reactants needed to synthesize it. The reactants are: [H-].[Na+].[Br:3][C:4]1[CH:5]=[CH:6][C:7]([NH2:10])=[N:8][CH:9]=1.[CH3:11]I.